From a dataset of Full USPTO retrosynthesis dataset with 1.9M reactions from patents (1976-2016). Predict the reactants needed to synthesize the given product. (1) Given the product [ClH:23].[CH2:1]([O:3][CH:4]1[CH2:5][CH:6]2[CH:10]([CH2:9][CH:8]([NH:12][CH2:13][C:14]([N:16]3[CH2:20][CH2:19][CH2:18][CH:17]3[C:21]#[N:22])=[O:15])[CH2:7]2)[CH2:11]1)[CH3:2], predict the reactants needed to synthesize it. The reactants are: [CH2:1]([O:3][CH:4]1[CH2:11][CH:10]2[CH:6]([CH2:7][CH:8]([NH:12][CH2:13][C:14]([N:16]3[CH2:20][CH2:19][CH2:18][CH:17]3[C:21]#[N:22])=[O:15])[CH2:9]2)[CH2:5]1)[CH3:2].[ClH:23]. (2) Given the product [ClH:32].[CH3:1][O:2][C:3]1[C:4]([O:12][CH2:13][CH2:14][CH3:15])=[C:5]([CH:9]=[CH:10][CH:11]=1)[CH2:6][N:7]([CH3:8])[C:53](=[O:55])/[CH:52]=[CH:51]/[C:48]1[CH:49]=[N:50][C:44]2[NH:43][C:42](=[O:56])[N:41]([CH2:40][CH2:39][N:33]3[CH2:34][CH2:35][O:36][CH2:37][CH2:38]3)[CH2:46][C:45]=2[CH:47]=1, predict the reactants needed to synthesize it. The reactants are: [CH3:1][O:2][C:3]1[C:4]([O:12][CH2:13][CH2:14][CH3:15])=[C:5]([CH:9]=[CH:10][CH:11]=1)[CH2:6][NH:7][CH3:8].CNCC1C=CC2C(=CC=CC=2)C=1CCC.[ClH:32].[N:33]1([CH2:39][CH2:40][N:41]2[CH2:46][C:45]3[CH:47]=[C:48](/[CH:51]=[CH:52]/[C:53]([OH:55])=O)[CH:49]=[N:50][C:44]=3[NH:43][C:42]2=[O:56])[CH2:38][CH2:37][O:36][CH2:35][CH2:34]1.Cl.CN1CC2C=C(/C=C/C(O)=O)C=NC=2NC(=O)C1. (3) Given the product [O:6]=[S:5]1(=[O:7])[CH2:4][CH2:3][CH2:2][N:9]1[CH2:10][CH2:11][CH2:12][O:13][C:14]1[CH:15]=[CH:16][C:17]2[C:18]3[N:27]([CH2:28][CH:29]([CH3:30])[CH3:31])[C:26]([CH2:32][CH2:33][CH3:34])=[N:25][C:19]=3[C:20]([NH2:24])=[N:21][C:22]=2[CH:23]=1, predict the reactants needed to synthesize it. The reactants are: Cl[CH2:2][CH2:3][CH2:4][S:5](Cl)(=[O:7])=[O:6].[NH2:9][CH2:10][CH2:11][CH2:12][O:13][C:14]1[CH:15]=[CH:16][C:17]2[C:18]3[N:27]([CH2:28][CH:29]([CH3:31])[CH3:30])[C:26]([CH2:32][CH2:33][CH3:34])=[N:25][C:19]=3[C:20]([NH2:24])=[N:21][C:22]=2[CH:23]=1.N12CCCN=C1CCCCC2.O. (4) Given the product [Br:1][C:2]1[CH:3]=[CH:4][C:5]([OH:16])=[C:6](/[C:8](/[C:10]2[CH:15]=[CH:14][CH:13]=[CH:12][CH:11]=2)=[N:18]/[OH:19])[CH:7]=1, predict the reactants needed to synthesize it. The reactants are: [Br:1][C:2]1[CH:3]=[CH:4][C:5]([OH:16])=[C:6]([C:8]([C:10]2[CH:15]=[CH:14][CH:13]=[CH:12][CH:11]=2)=O)[CH:7]=1.Cl.[NH2:18][OH:19].CCOC(C)=O. (5) Given the product [CH3:1][O:2][C:3]([C:4]1[CH:9]=[CH:8][C:7]([C:18]2[CH:19]=[CH:20][C:15]([F:14])=[CH:16][CH:17]=2)=[C:6]([O:11][CH3:12])[CH:5]=1)=[O:13], predict the reactants needed to synthesize it. The reactants are: [CH3:1][O:2][C:3](=[O:13])[C:4]1[CH:9]=[CH:8][C:7](I)=[C:6]([O:11][CH3:12])[CH:5]=1.[F:14][C:15]1[CH:20]=[CH:19][C:18](B(O)O)=[CH:17][CH:16]=1.C([O-])([O-])=O.[Cs+].[Cs+]. (6) Given the product [CH3:4][C:2]([C:5]1[CH:6]=[C:7]([C:16](=[CH2:30])[C:17]([NH:19][C:20]2[CH:25]=[C:24]([NH2:26])[CH:23]=[CH:22][C:21]=2[OH:29])=[O:18])[CH:8]=[C:9]([C:12]([CH3:13])([CH3:14])[CH3:15])[C:10]=1[OH:11])([CH3:1])[CH3:3], predict the reactants needed to synthesize it. The reactants are: [CH3:1][C:2]([C:5]1[CH:6]=[C:7]([C:16](=[CH2:30])[C:17]([NH:19][C:20]2[CH:25]=[C:24]([N+:26]([O-])=O)[CH:23]=[CH:22][C:21]=2[OH:29])=[O:18])[CH:8]=[C:9]([C:12]([CH3:15])([CH3:14])[CH3:13])[C:10]=1[OH:11])([CH3:4])[CH3:3].CC(C1C=C(C(=C)C(NC2C=CC(O)=C([N+]([O-])=O)C=2)=O)C=C(C(C)(C)C)C=1O)(C)C. (7) Given the product [ClH:24].[NH:8]1[CH2:12][CH2:11][CH:10]([C:13]2[NH:14][C:15](=[O:23])[C:16]3[C:21]([CH:22]=2)=[CH:20][CH:19]=[CH:18][CH:17]=3)[CH2:9]1, predict the reactants needed to synthesize it. The reactants are: C(OC([N:8]1[CH2:12][CH2:11][CH:10]([C:13]2[NH:14][C:15](=[O:23])[C:16]3[C:21]([CH:22]=2)=[CH:20][CH:19]=[CH:18][CH:17]=3)[CH2:9]1)=O)(C)(C)C.[ClH:24].O1CCOCC1. (8) The reactants are: [CH3:1][C:2]1[C:6]([C:7]([O:9][CH2:10][CH3:11])=[O:8])=[CH:5][NH:4][CH:3]=1.C(=O)([O-])[O-].[K+].[K+].[Cl:18][C:19]1[N:24]=C(Cl)[C:22]([F:26])=[CH:21][N:20]=1.C(#[N:29])C. Given the product [Cl:18][C:19]1[N:24]=[C:3]([N:4]2[CH:5]=[C:6]([C:7]([O:9][CH2:10][CH3:11])=[O:8])[C:2]([CH3:1])=[N:29]2)[C:22]([F:26])=[CH:21][N:20]=1, predict the reactants needed to synthesize it.